From a dataset of NCI-60 drug combinations with 297,098 pairs across 59 cell lines. Regression. Given two drug SMILES strings and cell line genomic features, predict the synergy score measuring deviation from expected non-interaction effect. (1) Drug 1: CC1=C2C(C(=O)C3(C(CC4C(C3C(C(C2(C)C)(CC1OC(=O)C(C(C5=CC=CC=C5)NC(=O)C6=CC=CC=C6)O)O)OC(=O)C7=CC=CC=C7)(CO4)OC(=O)C)O)C)OC(=O)C. Drug 2: CC1CCCC2(C(O2)CC(NC(=O)CC(C(C(=O)C(C1O)C)(C)C)O)C(=CC3=CSC(=N3)C)C)C. Cell line: COLO 205. Synergy scores: CSS=84.4, Synergy_ZIP=5.33, Synergy_Bliss=3.76, Synergy_Loewe=2.75, Synergy_HSA=4.69. (2) Drug 1: C1=NC2=C(N1)C(=S)N=C(N2)N. Drug 2: C1CC(=O)NC(=O)C1N2C(=O)C3=CC=CC=C3C2=O. Cell line: OVCAR-5. Synergy scores: CSS=36.1, Synergy_ZIP=-0.546, Synergy_Bliss=-2.96, Synergy_Loewe=-21.9, Synergy_HSA=-3.48.